From a dataset of Forward reaction prediction with 1.9M reactions from USPTO patents (1976-2016). Predict the product of the given reaction. (1) Given the reactants [CH2:1]([C:5]1=[CH:6][N:7]([C:18]([CH3:21])([CH3:20])[CH3:19])[S:8]/[C:9]/1=[N:10]\[C:11]([CH:13]1[CH2:17][CH2:16][NH:15][CH2:14]1)=[O:12])[CH2:2][CH2:3][CH3:4].[CH2:22]([O:24][C:25](Cl)=[O:26])[CH3:23], predict the reaction product. The product is: [CH2:1]([C:5]1=[CH:6][N:7]([C:18]([CH3:20])([CH3:19])[CH3:21])[S:8]/[C:9]/1=[N:10]\[C:11]([CH:13]1[CH2:17][CH2:16][N:15]([C:25]([O:24][CH2:22][CH3:23])=[O:26])[CH2:14]1)=[O:12])[CH2:2][CH2:3][CH3:4]. (2) Given the reactants [CH:1](=O)[CH:2]([CH3:4])[CH3:3].[CH2:6]([SH:10])[CH2:7][CH2:8][SH:9].B(F)(F)F.CCOCC, predict the reaction product. The product is: [CH:2]([CH:1]1[S:10][CH2:6][CH2:7][CH2:8][S:9]1)([CH3:4])[CH3:3]. (3) Given the reactants [C:1]([C:3]1[CH:8]=[C:7](Br)[CH:6]=[CH:5][C:4]=1[NH:10][S:11]([NH2:14])(=[O:13])=[O:12])#[N:2].[CH3:15][C:16]([CH3:21])=[CH:17]B(O)O, predict the reaction product. The product is: [C:1]([C:3]1[CH:8]=[C:7]([CH:15]=[C:16]([CH3:21])[CH3:17])[CH:6]=[CH:5][C:4]=1[NH:10][S:11]([NH2:14])(=[O:13])=[O:12])#[N:2].